From a dataset of Full USPTO retrosynthesis dataset with 1.9M reactions from patents (1976-2016). Predict the reactants needed to synthesize the given product. (1) Given the product [Br:9][C:4]1[CH:5]=[CH:6][C:7]2[O:8][C:17]([CH3:24])([CH3:23])[C:18](=[O:19])[NH:1][C:2]=2[N:3]=1, predict the reactants needed to synthesize it. The reactants are: [NH2:1][C:2]1[C:7]([OH:8])=[CH:6][CH:5]=[C:4]([Br:9])[N:3]=1.C([O-])([O-])=O.[K+].[K+].Br[C:17]([CH3:24])([CH3:23])[C:18](OCC)=[O:19]. (2) Given the product [C:22]([C:19]1[CH:20]=[CH:21][C:13]([N:12]([CH3:26])[CH:10]2[CH2:11][N:8]([C:6]([O:5][C:1]([CH3:4])([CH3:3])[CH3:2])=[O:7])[CH2:9]2)=[C:14]2[C:18]=1[NH:17][C:16]([I:25])=[CH:15]2)(=[O:24])[NH2:33], predict the reactants needed to synthesize it. The reactants are: [C:1]([O:5][C:6]([N:8]1[CH2:11][CH:10]([N:12]([CH3:26])[C:13]2[CH:21]=[CH:20][C:19]([C:22]([OH:24])=O)=[C:18]3[C:14]=2[CH:15]=[C:16]([I:25])[NH:17]3)[CH2:9]1)=[O:7])([CH3:4])([CH3:3])[CH3:2].C1C=CC2N(O)N=[N:33]C=2C=1.C(Cl)CCl.CCN(C(C)C)C(C)C.[NH4+].[Cl-]. (3) Given the product [F:1][C:2]1[CH:3]=[CH:4][C:5]([CH2:8][C:9]2[CH:18]=[C:17]3[C:12]([C:13]([OH:34])=[C:14]([C:29]([NH:35][CH2:36][CH2:37][CH2:38][OH:39])=[O:30])[C:15](=[O:28])[N:16]3[CH2:19][CH2:20][N:21]3[CH2:26][CH2:25][CH2:24][CH2:23][C:22]3=[O:27])=[N:11][CH:10]=2)=[CH:6][CH:7]=1, predict the reactants needed to synthesize it. The reactants are: [F:1][C:2]1[CH:7]=[CH:6][C:5]([CH2:8][C:9]2[CH:18]=[C:17]3[C:12]([C:13]([OH:34])=[C:14]([C:29](OCC)=[O:30])[C:15](=[O:28])[N:16]3[CH2:19][CH2:20][N:21]3[CH2:26][CH2:25][CH2:24][CH2:23][C:22]3=[O:27])=[N:11][CH:10]=2)=[CH:4][CH:3]=1.[NH2:35][CH2:36][CH2:37][CH2:38][OH:39]. (4) Given the product [C:1]([C@H:4]1[CH2:8][N:7]([C@H:9]([C:11]2[CH:12]=[CH:13][C:14]([O:17][CH3:18])=[CH:15][CH:16]=2)[CH3:10])[C:6](=[O:19])[CH2:5]1)(=[O:3])[CH3:2], predict the reactants needed to synthesize it. The reactants are: [C:1]([CH:4]1[CH2:8][N:7]([C@H:9]([C:11]2[CH:16]=[CH:15][C:14]([O:17][CH3:18])=[CH:13][CH:12]=2)[CH3:10])[C:6](=[O:19])[CH2:5]1)(=[O:3])[CH3:2].[OH-].C([N+](C)(C)C)C1C=CC=CC=1. (5) Given the product [F:18][C:19]1[CH:24]=[CH:23][CH:22]=[CH:21][C:20]=1[S:25]([N:12]1[C:13]([CH3:17])([CH3:16])[C:14](=[O:15])[N:11]1[CH:2]1[CH:3]2[CH2:4][CH:5]3[CH2:6][CH:7]([CH2:8][CH:1]1[CH2:10]3)[CH2:9]2)(=[O:27])=[O:26], predict the reactants needed to synthesize it. The reactants are: [CH:1]12[CH2:10][CH:5]3[CH2:6][CH:7]([CH2:9][CH:3]([CH2:4]3)[CH:2]1[N:11]1[C:14](=[O:15])[C:13]([CH3:17])([CH3:16])[NH:12]1)[CH2:8]2.[F:18][C:19]1[CH:24]=[CH:23][CH:22]=[CH:21][C:20]=1[S:25](Cl)(=[O:27])=[O:26]. (6) Given the product [NH2:6][C:7]1[CH:8]=[CH:9][CH:10]=[CH:11][C:1]=1[C:2]([NH:15][O:22][CH3:21])=[O:4], predict the reactants needed to synthesize it. The reactants are: [C:1]12[C:7](=[CH:8][CH:9]=[CH:10][CH:11]=1)[NH:6]C(=O)[O:4][C:2]2=O.C([N:15](CC)CC)C.C[CH2:21][OH:22].O. (7) Given the product [C:7]1([CH2:20][CH2:19][Al:16]([O:13][C:8]2[CH:9]=[CH:10][CH:11]=[CH:12][CH:7]=2)[CH2:17][CH3:18])[CH:12]=[CH:11][CH:10]=[CH:9][CH:8]=1, predict the reactants needed to synthesize it. The reactants are: C1([C:7]2[CH:12]=[CH:11][CH:10]=[CH:9][C:8]=2[OH:13])C=CC=CC=1.C([Al:16]([CH2:19][CH3:20])[CH2:17][CH3:18])C.